From a dataset of TCR-epitope binding with 47,182 pairs between 192 epitopes and 23,139 TCRs. Binary Classification. Given a T-cell receptor sequence (or CDR3 region) and an epitope sequence, predict whether binding occurs between them. (1) The epitope is KLPDDFTGCV. The TCR CDR3 sequence is CASSGGGGVGETQYF. Result: 1 (the TCR binds to the epitope). (2) The epitope is SFHSLHLLF. The TCR CDR3 sequence is CAIGDRGNGYTF. Result: 1 (the TCR binds to the epitope). (3) The epitope is RLDKVEAEV. The TCR CDR3 sequence is CASSQDPGGETQYF. Result: 0 (the TCR does not bind to the epitope).